Dataset: NCI-60 drug combinations with 297,098 pairs across 59 cell lines. Task: Regression. Given two drug SMILES strings and cell line genomic features, predict the synergy score measuring deviation from expected non-interaction effect. (1) Drug 1: CCC1(CC2CC(C3=C(CCN(C2)C1)C4=CC=CC=C4N3)(C5=C(C=C6C(=C5)C78CCN9C7C(C=CC9)(C(C(C8N6C=O)(C(=O)OC)O)OC(=O)C)CC)OC)C(=O)OC)O.OS(=O)(=O)O. Drug 2: CC12CCC3C(C1CCC2OP(=O)(O)O)CCC4=C3C=CC(=C4)OC(=O)N(CCCl)CCCl.[Na+]. Cell line: MALME-3M. Synergy scores: CSS=25.0, Synergy_ZIP=6.61, Synergy_Bliss=14.8, Synergy_Loewe=7.56, Synergy_HSA=9.58. (2) Drug 1: CC(C1=C(C=CC(=C1Cl)F)Cl)OC2=C(N=CC(=C2)C3=CN(N=C3)C4CCNCC4)N. Drug 2: C1CN1P(=S)(N2CC2)N3CC3. Cell line: CAKI-1. Synergy scores: CSS=14.4, Synergy_ZIP=-4.80, Synergy_Bliss=2.58, Synergy_Loewe=4.35, Synergy_HSA=5.76. (3) Drug 1: CC(CN1CC(=O)NC(=O)C1)N2CC(=O)NC(=O)C2. Drug 2: CNC(=O)C1=NC=CC(=C1)OC2=CC=C(C=C2)NC(=O)NC3=CC(=C(C=C3)Cl)C(F)(F)F. Cell line: SN12C. Synergy scores: CSS=22.4, Synergy_ZIP=-10.0, Synergy_Bliss=-9.23, Synergy_Loewe=-15.3, Synergy_HSA=-7.43. (4) Drug 1: C1CCN(CC1)CCOC2=CC=C(C=C2)C(=O)C3=C(SC4=C3C=CC(=C4)O)C5=CC=C(C=C5)O. Drug 2: C1C(C(OC1N2C=NC3=C(N=C(N=C32)Cl)N)CO)O. Cell line: ACHN. Synergy scores: CSS=7.68, Synergy_ZIP=-4.94, Synergy_Bliss=-2.66, Synergy_Loewe=-17.4, Synergy_HSA=-3.67. (5) Drug 1: CC1=C(C(CCC1)(C)C)C=CC(=CC=CC(=CC(=O)O)C)C. Drug 2: CC1CCC2CC(C(=CC=CC=CC(CC(C(=O)C(C(C(=CC(C(=O)CC(OC(=O)C3CCCCN3C(=O)C(=O)C1(O2)O)C(C)CC4CCC(C(C4)OC)O)C)C)O)OC)C)C)C)OC. Cell line: T-47D. Synergy scores: CSS=4.88, Synergy_ZIP=2.08, Synergy_Bliss=8.35, Synergy_Loewe=1.45, Synergy_HSA=1.53. (6) Drug 1: C1=NC2=C(N1)C(=S)N=C(N2)N. Drug 2: CC1=C(C(=CC=C1)Cl)NC(=O)C2=CN=C(S2)NC3=CC(=NC(=N3)C)N4CCN(CC4)CCO. Cell line: SK-MEL-28. Synergy scores: CSS=19.3, Synergy_ZIP=-4.43, Synergy_Bliss=1.61, Synergy_Loewe=-0.725, Synergy_HSA=0.235. (7) Drug 1: C1CCC(C1)C(CC#N)N2C=C(C=N2)C3=C4C=CNC4=NC=N3. Drug 2: CN(C)C1=NC(=NC(=N1)N(C)C)N(C)C. Cell line: 786-0. Synergy scores: CSS=-4.09, Synergy_ZIP=-0.280, Synergy_Bliss=-2.10, Synergy_Loewe=-8.85, Synergy_HSA=-4.87.